From a dataset of Peptide-MHC class I binding affinity with 185,985 pairs from IEDB/IMGT. Regression. Given a peptide amino acid sequence and an MHC pseudo amino acid sequence, predict their binding affinity value. This is MHC class I binding data. (1) The MHC is HLA-B35:01 with pseudo-sequence HLA-B35:01. The binding affinity (normalized) is 0.155. The peptide sequence is LPGPDTRHL. (2) The MHC is HLA-A02:01 with pseudo-sequence HLA-A02:01. The peptide sequence is ALLENIHRV. The binding affinity (normalized) is 0.936. (3) The peptide sequence is FVSLVKKNK. The MHC is HLA-A31:01 with pseudo-sequence HLA-A31:01. The binding affinity (normalized) is 0. (4) The peptide sequence is GRYFAIQEV. The MHC is HLA-B14:02 with pseudo-sequence HLA-B14:02. The binding affinity (normalized) is 0.224. (5) The peptide sequence is YRNFSFSLK. The MHC is HLA-A68:02 with pseudo-sequence HLA-A68:02. The binding affinity (normalized) is 0.0847. (6) The peptide sequence is VSDTTVLLH. The MHC is HLA-A69:01 with pseudo-sequence HLA-A69:01. The binding affinity (normalized) is 0.0847. (7) The peptide sequence is FDHVNTLHF. The MHC is HLA-A29:02 with pseudo-sequence HLA-A29:02. The binding affinity (normalized) is 0.437. (8) The peptide sequence is AENLWVTVY. The MHC is Mamu-B17 with pseudo-sequence Mamu-B17. The binding affinity (normalized) is 0. (9) The peptide sequence is QEVKMVAW. The MHC is H-2-Kk with pseudo-sequence H-2-Kk. The binding affinity (normalized) is 0.547.